This data is from Full USPTO retrosynthesis dataset with 1.9M reactions from patents (1976-2016). The task is: Predict the reactants needed to synthesize the given product. Given the product [F:19][C:18]1[C:14]2[N:15]=[N:16][S:17][C:13]=2[CH:12]=[C:11]([NH:7][S:4]([CH:1]2[CH2:3][CH2:2]2)(=[O:5])=[O:6])[C:10]=1[NH:9][C:20]1[CH:25]=[CH:24][C:23]([I:26])=[CH:22][C:21]=1[F:27], predict the reactants needed to synthesize it. The reactants are: [CH:1]1([S:4]([N:7]2[C:11]3=[CH:12][C:13]4[S:17][N:16]=[N:15][C:14]=4[C:18]([F:19])=[C:10]3[N:9]([C:20]3[CH:25]=[CH:24][C:23]([I:26])=[CH:22][C:21]=3[F:27])C2=O)(=[O:6])=[O:5])[CH2:3][CH2:2]1.C[Si](C)(C)[O-].[K+].